This data is from Forward reaction prediction with 1.9M reactions from USPTO patents (1976-2016). The task is: Predict the product of the given reaction. (1) Given the reactants [F:1][C:2]1[CH:3]=[CH:4][C:5]([CH3:30])=[C:6]([S:8]([N:11]([CH3:29])[N:12]=[CH:13][C:14]2[N:18]3[CH:19]=[C:20]([C:23]4[CH:24]=[N:25][CH:26]=[CH:27][CH:28]=4)[CH:21]=[CH:22][C:17]3=[N:16][CH:15]=2)(=[O:10])=[O:9])[CH:7]=1.ClC1C=C(C=CC=1)C(OO)=[O:36].O, predict the reaction product. The product is: [F:1][C:2]1[CH:3]=[CH:4][C:5]([CH3:30])=[C:6]([S:8]([N:11]([CH3:29])[N:12]=[CH:13][C:14]2[N:18]3[CH:19]=[C:20]([C:23]4[CH:24]=[N+:25]([O-:36])[CH:26]=[CH:27][CH:28]=4)[CH:21]=[CH:22][C:17]3=[N:16][CH:15]=2)(=[O:9])=[O:10])[CH:7]=1. (2) Given the reactants [NH2:1][C:2]1[C:3]2[C:10]([C:11]3[CH:16]=[CH:15][C:14]([NH:17][C:18](=[N:26][C:27]#[N:28])OC4C=CC=CC=4)=[CH:13][CH:12]=3)=[C:9]([CH3:29])[S:8][C:4]=2[N:5]=[CH:6][N:7]=1.[CH3:30][C:31]1[CH:32]=[C:33]([CH:35]=[CH:36][CH:37]=1)[NH2:34], predict the reaction product. The product is: [NH2:1][C:2]1[C:3]2[C:10]([C:11]3[CH:16]=[CH:15][C:14]([NH:17][C:18]([NH:34][C:33]4[CH:35]=[CH:36][CH:37]=[C:31]([CH3:30])[CH:32]=4)=[N:26][C:27]#[N:28])=[CH:13][CH:12]=3)=[C:9]([CH3:29])[S:8][C:4]=2[N:5]=[CH:6][N:7]=1.